This data is from Full USPTO retrosynthesis dataset with 1.9M reactions from patents (1976-2016). The task is: Predict the reactants needed to synthesize the given product. The reactants are: C(O[C:6](=O)[N:7]([CH:9]1[CH:13]([C:14]2[CH:19]=[CH:18][C:17]([Cl:20])=[C:16]([Cl:21])[CH:15]=2)[CH2:12][N:11]([C:22]([CH:24]2[CH2:29][CH2:28][N:27]([C:30]([C:32]3([CH3:35])[CH2:34][CH2:33]3)=[O:31])[CH2:26][CH2:25]2)=[O:23])[CH2:10]1)C)(C)(C)C.FC(F)(F)C(O)=O.C(=O)([O-])[O-].[Na+].[Na+]. Given the product [Cl:21][C:16]1[CH:15]=[C:14]([CH:13]2[CH:9]([NH:7][CH3:6])[CH2:10][N:11]([C:22]([CH:24]3[CH2:29][CH2:28][N:27]([C:30]([C:32]4([CH3:35])[CH2:33][CH2:34]4)=[O:31])[CH2:26][CH2:25]3)=[O:23])[CH2:12]2)[CH:19]=[CH:18][C:17]=1[Cl:20], predict the reactants needed to synthesize it.